This data is from Full USPTO retrosynthesis dataset with 1.9M reactions from patents (1976-2016). The task is: Predict the reactants needed to synthesize the given product. The reactants are: C([O-])([O-])=O.[K+].[K+].[CH3:7][C:8]1[NH:12][N:11]=[C:10]([C:13]2[O:17][N:16]=[C:15]([C:18]3[CH:23]=[CH:22][C:21]([O:24][C:25]([F:28])([F:27])[F:26])=[CH:20][CH:19]=3)[N:14]=2)[N:9]=1.Br[CH2:30][C:31]1[CH:32]=[C:33]([OH:37])[CH:34]=[CH:35][CH:36]=1. Given the product [CH3:7][C:8]1[N:12]([CH2:30][C:31]2[CH:32]=[C:33]([OH:37])[CH:34]=[CH:35][CH:36]=2)[N:11]=[C:10]([C:13]2[O:17][N:16]=[C:15]([C:18]3[CH:19]=[CH:20][C:21]([O:24][C:25]([F:28])([F:26])[F:27])=[CH:22][CH:23]=3)[N:14]=2)[N:9]=1, predict the reactants needed to synthesize it.